From a dataset of Buchwald-Hartwig C-N cross coupling reaction yields with 55,370 reactions. Predict the reaction yield, written as a fraction of the theoretical maximum amount of product (1.0 means a 100% yield; for example, 0.34 means a 34% yield). The reactants are CCc1ccc(Cl)cc1.Cc1ccc(N)cc1.O=S(=O)(O[Pd]1c2ccccc2-c2ccccc2N~1)C(F)(F)F.COc1ccc(OC)c(P(C(C)(C)C)C(C)(C)C)c1-c1c(C(C)C)cc(C(C)C)cc1C(C)C.CN(C)C(=NC(C)(C)C)N(C)C.CCOC(=O)c1cnoc1. No catalyst specified. The product is CCc1ccc(Nc2ccc(C)cc2)cc1. The yield is 0.00855.